From a dataset of Forward reaction prediction with 1.9M reactions from USPTO patents (1976-2016). Predict the product of the given reaction. (1) Given the reactants [Br:1][C:2]1[CH:7]=[CH:6][CH:5]=[CH:4][C:3]=1[NH:8][S:9]([CH3:12])(=[O:11])=[O:10].[C:13](=O)([O-])[O-].[K+].[K+].IC, predict the reaction product. The product is: [Br:1][C:2]1[CH:7]=[CH:6][CH:5]=[CH:4][C:3]=1[N:8]([CH3:13])[S:9]([CH3:12])(=[O:11])=[O:10]. (2) Given the reactants [Br:1][CH:2]([CH3:6])[C:3](Cl)=[O:4].[NH2:7][C:8]1[CH:13]=[CH:12][CH:11]=[C:10]([Br:14])[C:9]=1[OH:15].C(=O)(O)[O-].[Na+], predict the reaction product. The product is: [Br:1][CH:2]([CH3:6])[C:3]([NH:7][C:8]1[CH:13]=[CH:12][CH:11]=[C:10]([Br:14])[C:9]=1[OH:15])=[O:4]. (3) Given the reactants Br[C:2]1[CH:3]=[C:4]2[C:9](=[CH:10][C:11]=1[Cl:12])[N:8]=[CH:7][N:6]=[C:5]2[N:13]1[CH2:18][CH2:17][N:16]([C:19]([O:21][C:22]([CH3:25])([CH3:24])[CH3:23])=[O:20])[CH2:15][CH2:14]1.[Cl:26][C:27]1[CH:32]=[CH:31][C:30](B(O)O)=[CH:29][CH:28]=1, predict the reaction product. The product is: [Cl:12][C:11]1[CH:10]=[C:9]2[C:4]([C:5]([N:13]3[CH2:18][CH2:17][N:16]([C:19]([O:21][C:22]([CH3:25])([CH3:24])[CH3:23])=[O:20])[CH2:15][CH2:14]3)=[N:6][CH:7]=[N:8]2)=[CH:3][C:2]=1[C:30]1[CH:31]=[CH:32][C:27]([Cl:26])=[CH:28][CH:29]=1. (4) The product is: [C:12]([O:16][C:17]([CH:2]([NH2:1])[C@H:3]1[CH2:4][CH2:5][C@H:6]([C:9]([OH:11])=[O:10])[CH2:7][CH2:8]1)=[O:18])([CH3:15])([CH3:14])[CH3:13]. Given the reactants [NH2:1][CH2:2][C@H:3]1[CH2:8][CH2:7][C@H:6]([C:9]([OH:11])=[O:10])[CH2:5][CH2:4]1.[C:12]([O:16][C:17](O[C:17]([O:16][C:12]([CH3:15])([CH3:14])[CH3:13])=[O:18])=[O:18])([CH3:15])([CH3:14])[CH3:13].C(=O)(O)[O-].[Na+].[OH-].[Na+], predict the reaction product.